From a dataset of HIV replication inhibition screening data with 41,000+ compounds from the AIDS Antiviral Screen. Binary Classification. Given a drug SMILES string, predict its activity (active/inactive) in a high-throughput screening assay against a specified biological target. (1) The drug is O=C1CC2C1C1C=CC2n2c(=O)n(-c3ccccc3)c(=O)n21. The result is 0 (inactive). (2) The result is 0 (inactive). The compound is CN1CCN(NCCN2CCCC(OC(=O)C(O)(c3ccccc3)c3ccccc3)C2)CC1. (3) The result is 0 (inactive). The molecule is [O-][n+]1onc2c1CCC(=NO)C2=NNc1ccccc1.